From a dataset of Forward reaction prediction with 1.9M reactions from USPTO patents (1976-2016). Predict the product of the given reaction. (1) Given the reactants C(N(CC)CC)C.Br[C:9]1[CH:14]=[CH:13][C:12]([Cl:15])=[CH:11][N:10]=1.[C]=O.[CH2:18]([OH:20])[CH3:19].CN([CH:24]=[O:25])C, predict the reaction product. The product is: [Cl:15][C:12]1[CH:13]=[CH:14][C:9]([C:24]([O:20][CH2:18][CH3:19])=[O:25])=[N:10][CH:11]=1. (2) Given the reactants [C:1]([CH:9]1[CH2:15][CH2:14][CH2:13][C:12]2[CH:16]=[C:17]([N:20]3[CH2:24][C@H:23]([CH2:25][NH:26][C:27](=[O:29])[CH3:28])[O:22][C:21]3=[O:30])[CH:18]=[CH:19][C:11]=2[C:10]1=O)(=O)[C:2]1[CH:7]=[CH:6][CH:5]=[CH:4][CH:3]=1.O.[NH2:33][NH2:34], predict the reaction product. The product is: [O:30]=[C:21]1[N:20]([C:17]2[CH:18]=[CH:19][C:11]3[C:10]4[NH:33][N:34]=[C:1]([C:2]5[CH:3]=[CH:4][CH:5]=[CH:6][CH:7]=5)[C:9]=4[CH2:15][CH2:14][CH2:13][C:12]=3[CH:16]=2)[CH2:24][C@H:23]([CH2:25][NH:26][C:27](=[O:29])[CH3:28])[O:22]1. (3) Given the reactants Cl[C:2]1[C:11]2[C:6](=[CH:7][CH:8]=[C:9]([I:12])[CH:10]=2)[N:5]=[CH:4][N:3]=1.[Li+].C[Si]([N-][Si](C)(C)C)(C)C.C1COCC1.[CH3:28][O:29][C:30]([CH:32]1[CH2:37][CH2:36][N:35]([C:38]([O:40][C:41]([CH3:44])([CH3:43])[CH3:42])=[O:39])[CH2:34][CH2:33]1)=[O:31], predict the reaction product. The product is: [CH3:28][O:29][C:30]([C:32]1([C:2]2[C:11]3[C:6](=[CH:7][CH:8]=[C:9]([I:12])[CH:10]=3)[N:5]=[CH:4][N:3]=2)[CH2:33][CH2:34][N:35]([C:38]([O:40][C:41]([CH3:44])([CH3:43])[CH3:42])=[O:39])[CH2:36][CH2:37]1)=[O:31]. (4) Given the reactants Cl.Cl.[NH:3]1[CH2:8][CH2:7][CH:6]([O:9][C:10]2[N:15]=[CH:14][CH:13]=[CH:12][N:11]=2)[CH2:5][CH2:4]1.C(N(C(C)C)CC)(C)C.[Cl:25][C:26]1[CH:31]=[CH:30][CH:29]=[CH:28][C:27]=1[CH2:32][N:33]=[C:34]=[O:35], predict the reaction product. The product is: [Cl:25][C:26]1[CH:31]=[CH:30][CH:29]=[CH:28][C:27]=1[CH2:32][NH:33][C:34]([N:3]1[CH2:4][CH2:5][CH:6]([O:9][C:10]2[N:11]=[CH:12][CH:13]=[CH:14][N:15]=2)[CH2:7][CH2:8]1)=[O:35]. (5) Given the reactants CN1CCN(C)[C:4](=[O:9])[C:3]1=[O:10].[CH3:11][CH:12]([CH2:16][CH2:17][CH2:18][CH:19]([CH3:21])[CH3:20])[CH2:13][CH2:14][Li].[CH3:22][CH:23]([CH2:27][CH2:28][CH2:29][CH:30]([CH3:32])[CH3:31])[CH2:24][CH2:25]Br.[Li].Cl, predict the reaction product. The product is: [CH3:31][CH:30]([CH2:29][CH2:28][CH2:27][CH:23]([CH3:22])[CH2:24][CH2:25][C:4](=[O:9])[C:3](=[O:10])[CH2:14][CH2:13][CH:12]([CH3:11])[CH2:16][CH2:17][CH2:18][CH:19]([CH3:21])[CH3:20])[CH3:32]. (6) Given the reactants [F:1][C:2]1[CH:7]=[CH:6][C:5]([C:8]2[C:9]3[N:10]([N:15]=[C:16]([NH2:18])[N:17]=3)[CH:11]=[C:12]([CH3:14])[CH:13]=2)=[CH:4][CH:3]=1.Br[C:20]1[CH:25]=[CH:24][C:23]([N:26]2[CH:30]=[C:29]([CH3:31])[N:28]=[CH:27]2)=[C:22]([O:32][CH3:33])[CH:21]=1, predict the reaction product. The product is: [F:1][C:2]1[CH:7]=[CH:6][C:5]([C:8]2[C:9]3[N:10]([N:15]=[C:16]([NH:18][C:20]4[CH:25]=[CH:24][C:23]([N:26]5[CH:30]=[C:29]([CH3:31])[N:28]=[CH:27]5)=[C:22]([O:32][CH3:33])[CH:21]=4)[N:17]=3)[CH:11]=[C:12]([CH3:14])[CH:13]=2)=[CH:4][CH:3]=1. (7) The product is: [CH2:14]([C:12]1([CH3:38])[CH2:13][C@H:8]([C:4]2[CH:5]=[CH:6][CH:7]=[C:2]([Cl:1])[CH:3]=2)[C@@H:9]([C:26]2[CH:31]=[CH:30][C:29]([Cl:32])=[CH:28][CH:27]=2)[N:10]([C@@H:16]([CH2:24][CH3:25])[C:17]([O:19][C:20]([CH3:23])([CH3:22])[CH3:21])=[O:18])[C:11]1=[O:15])[CH:33]=[CH2:34]. Given the reactants [Cl:1][C:2]1[CH:3]=[C:4]([C@H:8]2[CH2:13][CH:12]([CH3:14])[C:11](=[O:15])[N:10]([C@@H:16]([CH2:24][CH3:25])[C:17]([O:19][C:20]([CH3:23])([CH3:22])[CH3:21])=[O:18])[C@@H:9]2[C:26]2[CH:31]=[CH:30][C:29]([Cl:32])=[CH:28][CH:27]=2)[CH:5]=[CH:6][CH:7]=1.[CH2:33](Br)[CH:34]=C.[Li+].[CH3:38][Si]([N-][Si](C)(C)C)(C)C.[NH4+].[Cl-], predict the reaction product. (8) Given the reactants [O:1]=[S:2]1(=[O:60])[CH2:7][CH2:6][N:5]([CH2:8][CH2:9][CH2:10][NH:11][CH2:12][C@:13]23[CH2:56][CH2:55][C@@H:54]([C:57]([CH3:59])=[CH2:58])[C@@H:14]2[C@@H:15]2[C@@:28]([CH3:31])([CH2:29][CH2:30]3)[C@@:27]3([CH3:32])[C@@H:18]([C@:19]4([CH3:53])[C@@H:24]([CH2:25][CH2:26]3)[C:23]([CH3:34])([CH3:33])[C:22]([C:35]3[CH2:40][CH2:39][C@:38]([CH2:51][F:52])([C:41]([O:43]CC5C=CC=CC=5)=[O:42])[CH2:37][CH:36]=3)=[CH:21][CH2:20]4)[CH2:17][CH2:16]2)[CH2:4][CH2:3]1.[OH-].[Na+], predict the reaction product. The product is: [O:60]=[S:2]1(=[O:1])[CH2:3][CH2:4][N:5]([CH2:8][CH2:9][CH2:10][NH:11][CH2:12][C@:13]23[CH2:56][CH2:55][C@@H:54]([C:57]([CH3:59])=[CH2:58])[C@@H:14]2[C@@H:15]2[C@@:28]([CH3:31])([CH2:29][CH2:30]3)[C@@:27]3([CH3:32])[C@@H:18]([C@:19]4([CH3:53])[C@@H:24]([CH2:25][CH2:26]3)[C:23]([CH3:34])([CH3:33])[C:22]([C:35]3[CH2:40][CH2:39][C@:38]([CH2:51][F:52])([C:41]([OH:43])=[O:42])[CH2:37][CH:36]=3)=[CH:21][CH2:20]4)[CH2:17][CH2:16]2)[CH2:6][CH2:7]1. (9) The product is: [CH3:47][N:45]([CH3:46])[C:44]1[CH:43]=[CH:42][C:23]([CH2:24][NH:26][C:10]([C@H:2]([NH:1][C:13](=[O:14])[O:15][C:16]([CH3:19])([CH3:18])[CH3:17])[CH2:3][C:4]2[CH:5]=[CH:6][CH:7]=[CH:8][CH:9]=2)=[O:12])=[CH:22][CH:21]=1. Given the reactants [NH:1]([C:13]([O:15][C:16]([CH3:19])([CH3:18])[CH3:17])=[O:14])[C@@H:2]([C:10]([OH:12])=O)[CH2:3][C:4]1[CH:9]=[CH:8][CH:7]=[CH:6][CH:5]=1.C1[CH:21]=[CH:22][C:23]2N(O)N=[N:26][C:24]=2C=1.CCN(CC)CC.CCN=C=N[CH2:42][CH2:43][CH2:44][N:45]([CH3:47])[CH3:46], predict the reaction product. (10) Given the reactants C(OC([N:8]1[C:16]2[C:11](=[CH:12][C:13]([CH:17]3[C:22]([C:23]#[N:24])=[C:21]([CH3:25])[NH:20][C:19]([CH3:26])=[C:18]3[C:27]#[N:28])=[CH:14][CH:15]=2)[C:10]([NH:29][CH2:30][CH3:31])=[N:9]1)=O)(C)(C)C.[ClH:32], predict the reaction product. The product is: [ClH:32].[CH2:30]([NH:29][C:10]1[C:11]2[C:16](=[CH:15][CH:14]=[C:13]([CH:17]3[C:22]([C:23]#[N:24])=[C:21]([CH3:25])[NH:20][C:19]([CH3:26])=[C:18]3[C:27]#[N:28])[CH:12]=2)[NH:8][N:9]=1)[CH3:31].